Task: Predict the reaction yield, written as a fraction of the theoretical maximum amount of product (1.0 means a 100% yield; for example, 0.34 means a 34% yield).. Dataset: Reaction yield outcomes from USPTO patents with 853,638 reactions (1) The reactants are [CH3:1][O:2][C:3](=[O:30])[CH2:4][CH2:5][CH:6]([N:16]([CH3:29])[C:17]([NH:19][CH2:20][C:21]1[CH:26]=[CH:25][CH:24]=[C:23]([F:27])[C:22]=1[Cl:28])=[O:18])[CH2:7][O:8][Si](C(C)(C)C)(C)C.CCCC[N+:35]([CH2:44][CH2:45][CH2:46][CH3:47])([CH2:40][CH2:41][CH2:42][CH3:43])CCCC.[F-].[C:49]1(C)C=CC=CC=1.C1C2C(=CC=CC=2)C=C([C:66]([N:68]=[N+]=[N-])=[O:67])N=1. The catalyst is C1COCC1. The product is [CH3:1][O:2][C:3](=[O:30])[CH2:4][CH2:5][CH:6]([N:16]([CH3:29])[C:17]([NH:19][CH2:20][C:21]1[CH:26]=[CH:25][CH:24]=[C:23]([F:27])[C:22]=1[Cl:28])=[O:18])[CH2:7][O:8][C:66](=[O:67])[NH:68][C:44]1[N:35]=[CH:40][C:41]2[C:46]([CH:45]=1)=[CH:47][CH:49]=[CH:43][CH:42]=2. The yield is 0.710. (2) The reactants are [N:1]1[C:10]2[C:5](=[CH:6][CH:7]=[CH:8][CH:9]=2)[CH:4]=[C:3]([CH:11]=O)[CH:2]=1.[C:13]([OH:19])(=[O:18])[CH2:14]C(O)=O.C([O-])(=O)C.[NH4+:24]. The catalyst is C(O)C. The product is [NH2:24][CH:11]([C:3]1[CH:2]=[N:1][C:10]2[C:5]([CH:4]=1)=[CH:6][CH:7]=[CH:8][CH:9]=2)[CH2:14][C:13]([OH:19])=[O:18]. The yield is 0.560. (3) The reactants are [CH3:1][O:2][C:3]1[CH:8]=[CH:7][C:6]([O:9][CH3:10])=[CH:5][C:4]=1[S:11]([N:14]([CH2:39][C:40]1[CH:45]=[CH:44][CH:43]=[CH:42][CH:41]=1)[C@H:15]1[CH2:19][N:18]([C:20]([O:22][C:23]([CH3:26])([CH3:25])[CH3:24])=[O:21])[C@@H:17]([CH2:27][N:28]2C(=O)C3C(=CC=CC=3)C2=O)[CH2:16]1)(=[O:13])=[O:12].O.NN. The catalyst is CCO. The product is [NH2:28][CH2:27][C@H:17]1[CH2:16][C@@H:15]([N:14]([S:11]([C:4]2[CH:5]=[C:6]([O:9][CH3:10])[CH:7]=[CH:8][C:3]=2[O:2][CH3:1])(=[O:13])=[O:12])[CH2:39][C:40]2[CH:41]=[CH:42][CH:43]=[CH:44][CH:45]=2)[CH2:19][N:18]1[C:20]([O:22][C:23]([CH3:26])([CH3:25])[CH3:24])=[O:21]. The yield is 0.960. (4) The reactants are [C:1]([O:4][C:5]1[CH:29]=[CH:28][C:8]([C:9]2[C:18](=[O:19])[C:17]3[C:12](=[C:13]([O:24][C:25](=[O:27])[CH3:26])[C:14]([O:20][C:21](=[O:23])[CH3:22])=[CH:15][CH:16]=3)[O:11][CH:10]=2)=[CH:7][CH:6]=1)(=[O:3])[CH3:2]. The catalyst is CO.[Pd]. The product is [C:1]([O:4][C:5]1[CH:29]=[CH:28][C:8]([CH:9]2[CH:18]([OH:19])[C:17]3[C:12](=[C:13]([O:24][C:25](=[O:27])[CH3:26])[C:14]([O:20][C:21](=[O:23])[CH3:22])=[CH:15][CH:16]=3)[O:11][CH2:10]2)=[CH:7][CH:6]=1)(=[O:3])[CH3:2]. The yield is 1.00. (5) The reactants are [C:1]1([CH2:7][C@H:8]([NH:22][C:23]([C:25]2[N:26]=[N:27][N:28]([CH2:30][CH2:31][NH:32][C:33](=[O:46])[C:34]3[CH:39]=[CH:38][C:37]([O:40][CH3:41])=[C:36]([O:42][CH3:43])[C:35]=3[O:44][CH3:45])[CH:29]=2)=[O:24])[B:9]2[O:17][C@H]3[C@](C)([C@H]4C[C@@H](C3)C4(C)C)[O:10]2)[CH:6]=[CH:5][CH:4]=[CH:3][CH:2]=1.C(B(O)O)C(C)C.Cl. The catalyst is CO. The product is [C:1]1([CH2:7][C@@H:8]([B:9]([OH:10])[OH:17])[NH:22][C:23]([C:25]2[N:26]=[N:27][N:28]([CH2:30][CH2:31][NH:32][C:33](=[O:46])[C:34]3[CH:39]=[CH:38][C:37]([O:40][CH3:41])=[C:36]([O:42][CH3:43])[C:35]=3[O:44][CH3:45])[CH:29]=2)=[O:24])[CH:6]=[CH:5][CH:4]=[CH:3][CH:2]=1. The yield is 0.200. (6) The reactants are [CH3:1][C:2]1[CH:7]=[C:6]([CH3:8])[N:5]=[C:4]([OH:9])[N:3]=1.[I-].C[N+]1C=CN([C:17](=[O:26])[N:18]([CH3:25])[C:19]2[CH:24]=[CH:23][CH:22]=[CH:21][CH:20]=2)C=1.C(N(CC)CC)C. The catalyst is C(#N)C. The product is [CH3:1][C:2]1[CH:7]=[C:6]([CH3:8])[N:5]=[C:4]([O:9][C:17](=[O:26])[N:18]([CH3:25])[C:19]2[CH:24]=[CH:23][CH:22]=[CH:21][CH:20]=2)[N:3]=1. The yield is 0.600.